From a dataset of Reaction yield outcomes from USPTO patents with 853,638 reactions. Predict the reaction yield, written as a fraction of the theoretical maximum amount of product (1.0 means a 100% yield; for example, 0.34 means a 34% yield). (1) The reactants are [H-].C([Al+]CC(C)C)C(C)C.C1(C2C=CC(C([O:23][C@@H:24]3[CH2:32][C@@H:27]4[O:28][C:29](=[O:31])[CH2:30][C@@H:26]4[C@H:25]3[CH2:33][CH2:34][C@@H:35]([O:44][CH:45]3[CH2:50][CH2:49][CH2:48][CH2:47][O:46]3)[CH2:36][CH2:37][C:38]3[CH:43]=[CH:42][CH:41]=[CH:40][CH:39]=3)=O)=CC=2)C=CC=CC=1.CO. The catalyst is C1(C)C=CC=CC=1. The product is [OH:23][C@@H:24]1[CH2:32][C@H:27]([OH:28])[C@H:26]([CH2:30][CH2:29][OH:31])[C@H:25]1[CH2:33][CH2:34][C@@H:35]([O:44][CH:45]1[CH2:50][CH2:49][CH2:48][CH2:47][O:46]1)[CH2:36][CH2:37][C:38]1[CH:39]=[CH:40][CH:41]=[CH:42][CH:43]=1. The yield is 0.730. (2) The reactants are CN(C)C=O.C(=O)([O-])[O-].[K+].[K+].I[CH2:13][CH2:14][CH3:15].[CH3:16][C:17]1[CH:22]=[CH:21][C:20]([OH:23])=[C:19]([N+:24]([O-:26])=[O:25])[CH:18]=1. The catalyst is O. The product is [CH3:16][C:17]1[CH:22]=[CH:21][C:20]([O:23][CH2:13][CH2:14][CH3:15])=[C:19]([N+:24]([O-:26])=[O:25])[CH:18]=1. The yield is 0.830. (3) The reactants are FC1C=CC=CC=1NC(=S)NC1C=CC(C2C=C3C(=CC=2)C(=O)N([C@@H](C(C)C)C(O)=O)C3)=CC=1.[F:35][C:36]1[CH:37]=[C:38]([NH:42][C:43](=[S:69])[NH:44][C:45]2[CH:50]=[CH:49][C:48]([C:51]3[CH:52]=[C:53]4[C:57](=[CH:58][CH:59]=3)[C:56](=[O:60])[N:55]([C@@H:61]([CH:66]([CH3:68])[CH3:67])[C:62]([O:64]C)=[O:63])[CH2:54]4)=[CH:47][CH:46]=2)[CH:39]=[CH:40][CH:41]=1. No catalyst specified. The product is [F:35][C:36]1[CH:37]=[C:38]([NH:42][C:43](=[S:69])[NH:44][C:45]2[CH:46]=[CH:47][C:48]([C:51]3[CH:52]=[C:53]4[C:57](=[CH:58][CH:59]=3)[C:56](=[O:60])[N:55]([C@@H:61]([CH:66]([CH3:67])[CH3:68])[C:62]([OH:64])=[O:63])[CH2:54]4)=[CH:49][CH:50]=2)[CH:39]=[CH:40][CH:41]=1. The yield is 0.820.